Dataset: Reaction yield outcomes from USPTO patents with 853,638 reactions. Task: Predict the reaction yield, written as a fraction of the theoretical maximum amount of product (1.0 means a 100% yield; for example, 0.34 means a 34% yield). (1) The reactants are [CH3:1][O:2][C:3](=[O:21])[C@H:4]([CH2:13][C:14]1[CH:19]=[CH:18][C:17]([NH2:20])=[CH:16][CH:15]=1)[NH:5][C:6]([O:8][C:9]([CH3:12])([CH3:11])[CH3:10])=[O:7].C([NH:39][C@@H:40]([C:48](O)=[O:49])[CH2:41][C:42]1[CH:47]=[CH:46][CH:45]=[CH:44][CH:43]=1)(OCC1C2C(=CC=CC=2)C2C1=CC=CC=2)=O.CCN(C(C)C)C(C)C.CN(C(ON1N=NC2C=CC=CC1=2)=[N+](C)C)C.F[P-](F)(F)(F)(F)F.N1CCCCC1. The catalyst is CN(C=O)C.O. The product is [CH3:1][O:2][C:3](=[O:21])[C@H:4]([CH2:13][C:14]1[CH:19]=[CH:18][C:17]([NH:20][C:48](=[O:49])[C@H:40]([NH2:39])[CH2:41][C:42]2[CH:43]=[CH:44][CH:45]=[CH:46][CH:47]=2)=[CH:16][CH:15]=1)[NH:5][C:6]([O:8][C:9]([CH3:12])([CH3:10])[CH3:11])=[O:7]. The yield is 0.815. (2) The reactants are B(Br)(Br)Br.ClCCl.[Cl:8][C:9]1[CH:10]=[CH:11][C:12]([O:23]C)=[C:13]([CH:22]=1)[CH:14]=[CH:15][C:16]1[CH:21]=[CH:20][CH:19]=[CH:18][CH:17]=1. The catalyst is ClCCl.C(OCC)(=O)C. The product is [Cl:8][C:9]1[CH:10]=[CH:11][C:12]([OH:23])=[C:13]([CH:14]=[CH:15][C:16]2[CH:17]=[CH:18][CH:19]=[CH:20][CH:21]=2)[CH:22]=1. The yield is 0.454. (3) The reactants are [CH2:1]([O:3][C:4](=[O:18])[C:5]1[CH:10]=[CH:9][C:8]([N:11]2[CH2:16][CH2:15][NH:14][C@@H:13]([CH3:17])[CH2:12]2)=[N:7][CH:6]=1)[CH3:2].[Cl:19][C:20]1[C:29]2[C:24](=[CH:25][CH:26]=[CH:27][CH:28]=2)[C:23](Cl)=[N:22][N:21]=1.C(N(CC)CC)C. The catalyst is CN1C(=O)CCC1.O. The product is [CH2:1]([O:3][C:4](=[O:18])[C:5]1[CH:10]=[CH:9][C:8]([N:11]2[CH2:16][CH2:15][N:14]([C:23]3[C:24]4[C:29](=[CH:28][CH:27]=[CH:26][CH:25]=4)[C:20]([Cl:19])=[N:21][N:22]=3)[C@@H:13]([CH3:17])[CH2:12]2)=[N:7][CH:6]=1)[CH3:2]. The yield is 0.300. (4) The reactants are [F:1][C:2]([F:42])([F:41])[C@H:3]([N:28]1[CH2:32][CH2:31][C@H:30]([NH:33]C(=O)OC(C)(C)C)[CH2:29]1)[C:4]1[CH:5]=[CH:6][C:7]2[N:8]([C:10]([C:13]3[CH:22]=[CH:21][C:20]4[C:15](=[CH:16][C:17]([O:24][CH2:25][CH2:26][OH:27])=[C:18]([F:23])[CH:19]=4)[N:14]=3)=[N:11][N:12]=2)[CH:9]=1. The catalyst is C(O)(C(F)(F)F)=O. The product is [NH2:33][C@H:30]1[CH2:31][CH2:32][N:28]([C@H:3]([C:4]2[CH:5]=[CH:6][C:7]3[N:8]([C:10]([C:13]4[CH:22]=[CH:21][C:20]5[C:15](=[CH:16][C:17]([O:24][CH2:25][CH2:26][OH:27])=[C:18]([F:23])[CH:19]=5)[N:14]=4)=[N:11][N:12]=3)[CH:9]=2)[C:2]([F:41])([F:1])[F:42])[CH2:29]1. The yield is 0.771. (5) The reactants are [OH:1][B:2]1[C:6]2[CH:7]=[CH:8][C:9](/[CH:11]=[N:12]/[OH:13])=[CH:10][C:5]=2[C:4]([CH3:15])([CH3:14])[O:3]1.C1C(=O)N(Cl)C(=O)C1.[Cl:24][C:25]1[CH:30]=[C:29]([C:31]([CH3:33])=[CH2:32])[CH:28]=[C:27]([Cl:34])[C:26]=1[Cl:35].Cl. The catalyst is CN(C=O)C.CC(=O)OCC.O. The product is [CH3:14][C:4]1([CH3:15])[O:3][B:2]([OH:1])[C:6]2[CH:7]=[CH:8][C:9]([C:11]3[CH2:32][C:31]([CH3:33])([C:29]4[CH:28]=[C:27]([Cl:34])[C:26]([Cl:35])=[C:25]([Cl:24])[CH:30]=4)[O:13][N:12]=3)=[CH:10][C:5]1=2. The yield is 0.375.